Task: Predict the reaction yield, written as a fraction of the theoretical maximum amount of product (1.0 means a 100% yield; for example, 0.34 means a 34% yield).. Dataset: Reaction yield outcomes from USPTO patents with 853,638 reactions (1) The reactants are C1(C[O:8][C:9]([NH:11][C:12]2[CH:21]=[C:20]3[C:15]([CH2:16][CH2:17][N:18]([C:22]([O:24][CH2:25][C:26]4[CH:31]=[CH:30][CH:29]=[CH:28][CH:27]=4)=[O:23])[CH2:19]3)=[CH:14][CH:13]=2)=O)C=CC=CC=1.Cl[CH2:33][C@@H:34]([OH:44])[CH2:35][NH:36][C:37](=[O:43])[O:38][C:39]([CH3:42])([CH3:41])[CH3:40].O(C(C)(C)C)[Li]. The catalyst is CN(C=O)C. The product is [CH3:40][C:39]([CH3:42])([O:38][C:37]([NH:36][CH2:35][C@@H:34]1[O:44][C:9](=[O:8])[N:11]([C:12]2[CH:21]=[C:20]3[C:15]([CH2:16][CH2:17][N:18]([C:22]([O:24][CH2:25][C:26]4[CH:31]=[CH:30][CH:29]=[CH:28][CH:27]=4)=[O:23])[CH2:19]3)=[CH:14][CH:13]=2)[CH2:33]1)=[O:43])[CH3:41]. The yield is 0.800. (2) The reactants are C[O:2][C:3]([C:5]1[S:6][C:7]([C:38]#[C:39][C:40]([CH3:43])([CH3:42])[CH3:41])=[CH:8][C:9]=1[N:10]([C:28](=[O:37])[C:29]1[CH:34]=[CH:33][C:32]([CH3:35])=[CH:31][C:30]=1[Cl:36])[C@H:11]1[CH2:16][CH2:15][C@H:14]([O:17]C(=O)C2C=CC(C)=CC=2Cl)[CH2:13][CH2:12]1)=[O:4].C1COCC1.[OH-].[Li+].Cl. The catalyst is O.CO. The product is [Cl:36][C:30]1[CH:31]=[C:32]([CH3:35])[CH:33]=[CH:34][C:29]=1[C:28]([N:10]([C@H:11]1[CH2:12][CH2:13][C@H:14]([OH:17])[CH2:15][CH2:16]1)[C:9]1[CH:8]=[C:7]([C:38]#[C:39][C:40]([CH3:41])([CH3:42])[CH3:43])[S:6][C:5]=1[C:3]([OH:4])=[O:2])=[O:37]. The yield is 0.450. (3) The reactants are [CH3:1][O:2][C:3]([C:5]1[CH:10]=[CH:9][C:8]([N:11]=[C:12]=S)=[CH:7][CH:6]=1)=[O:4].[C:14]([O:18][C:19](=[O:45])[NH:20][CH2:21][CH2:22][CH2:23][NH:24][C:25]1[CH:30]=[C:29]([C:31]([N:33]([CH2:39][CH2:40][CH:41]([CH3:43])[CH3:42])[CH2:34][CH2:35][CH:36]([CH3:38])[CH3:37])=[O:32])[CH:28]=[CH:27][C:26]=1[NH2:44])([CH3:17])([CH3:16])[CH3:15]. The catalyst is O1CCCC1. The product is [CH3:42][CH:41]([CH3:43])[CH2:40][CH2:39][N:33]([CH2:34][CH2:35][CH:36]([CH3:38])[CH3:37])[C:31]([C:29]1[CH:28]=[CH:27][C:26]2[N:44]=[C:12]([NH:11][C:8]3[CH:9]=[CH:10][C:5]([C:3]([O:2][CH3:1])=[O:4])=[CH:6][CH:7]=3)[N:24]([CH2:23][CH2:22][CH2:21][NH:20][C:19]([O:18][C:14]([CH3:17])([CH3:15])[CH3:16])=[O:45])[C:25]=2[CH:30]=1)=[O:32]. The yield is 0.600. (4) The reactants are [CH:1]([O:4][C:5]1[CH:10]=[CH:9][C:8](B(O)O)=[CH:7][CH:6]=1)([CH3:3])[CH3:2].Br[C:15]1[C:20](=[O:21])[N:19]([CH2:22][C:23]2[CH:28]=[CH:27][C:26]([C:29]3[C:30]([C:35]#[N:36])=[CH:31][CH:32]=[CH:33][CH:34]=3)=[CH:25][CH:24]=2)[C:18]([CH2:37][CH2:38][CH3:39])=[N:17][C:16]=1[CH2:40][CH3:41]. The catalyst is O1CCOCC1.C(=O)([O-])[O-].[Cs+].[Cs+].C(OCC)(=O)C.C1C=CC(P(C2C=CC=CC=2)[C-]2C=CC=C2)=CC=1.C1C=CC(P(C2C=CC=CC=2)[C-]2C=CC=C2)=CC=1.Cl[Pd]Cl.[Fe+2]. The product is [CH2:40]([C:16]1[N:17]=[C:18]([CH2:37][CH2:38][CH3:39])[N:19]([CH2:22][C:23]2[CH:28]=[CH:27][C:26]([C:29]3[C:30]([C:35]#[N:36])=[CH:31][CH:32]=[CH:33][CH:34]=3)=[CH:25][CH:24]=2)[C:20](=[O:21])[C:15]=1[C:8]1[CH:9]=[CH:10][C:5]([O:4][CH:1]([CH3:3])[CH3:2])=[CH:6][CH:7]=1)[CH3:41]. The yield is 0.890. (5) The yield is 0.830. The catalyst is C(Cl)Cl.C1COCC1.CCOC(C)=O. The reactants are FC(F)(F)C(O)=O.[C:8]1([C:14]2[CH:19]=[C:18]([CH:20]3[CH2:25][CH2:24][NH:23][CH2:22][CH2:21]3)[CH:17]=[CH:16][C:15]=2[NH:26][C:27]([C:29]2[N:30]([CH2:36][O:37][CH2:38][CH2:39][Si:40]([CH3:43])([CH3:42])[CH3:41])[CH:31]=[C:32]([C:34]#[N:35])[N:33]=2)=[O:28])[CH2:13][CH2:12][CH2:11][CH2:10][CH:9]=1.CCN(C(C)C)C(C)C.ClC(Cl)(O[C:57](=[O:63])OC(Cl)(Cl)Cl)Cl.[NH2:65][CH2:66][CH2:67][OH:68]. The product is [OH:68][CH2:67][CH2:66][NH:65][C:57]([N:23]1[CH2:24][CH2:25][CH:20]([C:18]2[CH:17]=[CH:16][C:15]([NH:26][C:27]([C:29]3[N:30]([CH2:36][O:37][CH2:38][CH2:39][Si:40]([CH3:43])([CH3:42])[CH3:41])[CH:31]=[C:32]([C:34]#[N:35])[N:33]=3)=[O:28])=[C:14]([C:8]3[CH2:13][CH2:12][CH2:11][CH2:10][CH:9]=3)[CH:19]=2)[CH2:21][CH2:22]1)=[O:63].